From a dataset of Reaction yield outcomes from USPTO patents with 853,638 reactions. Predict the reaction yield, written as a fraction of the theoretical maximum amount of product (1.0 means a 100% yield; for example, 0.34 means a 34% yield). (1) The reactants are [CH3:1][O:2][C:3]([C@@H:5]1[CH2:39][C@@H:38]2[CH2:40][N:6]1[C:7](=[O:50])[C@H:8]([C:43]1([CH3:49])[CH2:48][CH2:47][CH2:46][CH2:45][CH2:44]1)[NH:9][C:10](=[O:42])[O:11][C@@H:12]1[CH2:41][C@H:13]1[CH2:14][CH2:15][CH2:16][C:17]#[C:18][C:19]1[C:20]([O:37]2)=[N:21][C:22]2[CH:23]=[CH:24][CH:25]=[CH:26][C:27]=2[C:28]=1[O:29]CC1C=CC=CC=1)=[O:4]. The yield is 0.930. The catalyst is CO.C1COCC1.[Pd].ClCCl. The product is [CH3:1][O:2][C:3]([C@@H:5]1[CH2:39][C@@H:38]2[CH2:40][N:6]1[C:7](=[O:50])[C@H:8]([C:43]1([CH3:49])[CH2:48][CH2:47][CH2:46][CH2:45][CH2:44]1)[NH:9][C:10](=[O:42])[O:11][C@@H:12]1[CH2:41][C@H:13]1[CH2:14][CH2:15][CH2:16][CH2:17][CH2:18][C:19]1[C:20]([O:37]2)=[N:21][C:22]2[CH:23]=[CH:24][CH:25]=[CH:26][C:27]=2[C:28]=1[OH:29])=[O:4]. (2) The reactants are [Cl:1][C:2]1[CH:3]=[C:4]([N:22]2[C:27](=[O:28])[NH:26][C:25](=[O:29])[C:24]([C:30]#[N:31])=[N:23]2)[CH:5]=[C:6]([Cl:21])[C:7]=1[O:8][C:9]1[CH:14]=[C:13]([CH:15]([CH3:17])[CH3:16])[C:12](=[O:18])[N:11]([CH2:19][OH:20])[N:10]=1.[C:32]1(=[O:38])[O:37][C:35](=[O:36])[CH2:34][CH2:33]1.C(N(CC)C(C)C)(C)C.[Cl-].[NH4+]. The yield is 0.240. The product is [Cl:21][C:6]1[CH:5]=[C:4]([N:22]2[C:27](=[O:28])[NH:26][C:25](=[O:29])[C:24]([C:30]#[N:31])=[N:23]2)[CH:3]=[C:2]([Cl:1])[C:7]=1[O:8][C:9]1[CH:14]=[C:13]([CH:15]([CH3:17])[CH3:16])[C:12](=[O:18])[N:11]([CH2:19][O:20][C:32](=[O:38])[CH2:33][CH2:34][C:35]([OH:37])=[O:36])[N:10]=1. The catalyst is C(Cl)Cl. (3) The reactants are [F:1][CH:2]([F:23])[O:3][C:4]1[C:5]([OH:22])=[C:6]([C:12]2[CH:13]=[C:14]3[C:18](=[CH:19][CH:20]=2)[C:17](=[O:21])[O:16][CH2:15]3)[CH:7]=[CH:8][C:9]=1[O:10][CH3:11].C(=O)([O-])[O-].[K+].[K+].Br[CH2:31][C:32]1([CH2:36][O:37][CH3:38])[CH2:35][O:34][CH2:33]1. The catalyst is C(#N)C. The product is [F:23][CH:2]([F:1])[O:3][C:4]1[C:5]([O:22][CH2:31][C:32]2([CH2:36][O:37][CH3:38])[CH2:35][O:34][CH2:33]2)=[C:6]([C:12]2[CH:13]=[C:14]3[C:18](=[CH:19][CH:20]=2)[C:17](=[O:21])[O:16][CH2:15]3)[CH:7]=[CH:8][C:9]=1[O:10][CH3:11]. The yield is 0.180. (4) The reactants are [C:1]1(C2C=CC=CC=2)[CH:6]=[CH:5][CH:4]=[C:3]([NH:7][C:8](=[O:20])[CH2:9][CH2:10][CH2:11][CH2:12][CH2:13][NH:14][C:15](=[O:19])CCBr)[CH:2]=1.Br[CH2:28][CH2:29][C:30](Cl)=[O:31].C(Cl)Cl. The catalyst is C1COCC1. The product is [CH2:30]([O:31][C:2]1[CH:1]=[CH:6][CH:5]=[CH:4][C:3]=1[NH:7][C:8](=[O:20])[C@@H:9]([NH:7][C:8](=[O:20])[CH2:9][CH2:10][CH:11]=[CH2:12])[CH2:10][CH2:11][CH2:12][CH2:13][NH:14][C:15](=[O:19])[O:31][CH2:30][C:29]1[CH:6]=[CH:1][CH:2]=[CH:3][CH:28]=1)[CH:29]=[CH2:28]. The yield is 0.540. (5) The reactants are [CH2:1]([O:5][C:6]1[N:14]=[C:13]2[C:9]([N:10]=[C:11]([O:37]C)[N:12]2[CH2:15][C:16]2[CH:17]=[N:18][C:19]([O:22][CH2:23][CH2:24][CH2:25][CH2:26][N:27]3[CH2:32][CH2:31][CH:30]([C:33]([O:35][CH3:36])=[O:34])[CH2:29][CH2:28]3)=[CH:20][CH:21]=2)=[C:8]([NH2:39])[N:7]=1)[CH2:2][CH2:3][CH3:4].O.N. The catalyst is Cl.CO. The product is [CH2:1]([O:5][C:6]1[N:14]=[C:13]2[C:9]([NH:10][C:11](=[O:37])[N:12]2[CH2:15][C:16]2[CH:17]=[N:18][C:19]([O:22][CH2:23][CH2:24][CH2:25][CH2:26][N:27]3[CH2:28][CH2:29][CH:30]([C:33]([O:35][CH3:36])=[O:34])[CH2:31][CH2:32]3)=[CH:20][CH:21]=2)=[C:8]([NH2:39])[N:7]=1)[CH2:2][CH2:3][CH3:4]. The yield is 0.700. (6) The reactants are FC(F)(F)[C:3]([OH:5])=[O:4].[CH3:8][O:9][C:10]1[CH:11]=[C:12]([C:16]2[CH:21]=[CH:20][CH:19]=[C:18]([C:22]3([C:32]4[CH:37]=[CH:36][C:35]([O:38][CH3:39])=[CH:34][CH:33]=4)[C:30]4[C:25](=[CH:26][CH:27]=[CH:28][CH:29]=4)[C:24]([NH2:31])=[N:23]3)[CH:17]=2)[CH:13]=[CH:14][CH:15]=1.N1[CH:45]=[CH:44][CH:43]=CC=1.[F:46][C:47]([F:60])([F:59])[S:48]([O:51]S(C(F)(F)F)(=O)=O)(=[O:50])=[O:49].Cl[CH2:62]Cl. No catalyst specified. The product is [C:44]([O:5][C:3]([NH:31][C:24]1[C:25]2[C:30](=[CH:29][CH:28]=[CH:27][CH:26]=2)[C:22]([C:18]2[CH:19]=[CH:20][C:21]([O:51][S:48]([C:47]([F:60])([F:59])[F:46])(=[O:49])=[O:50])=[C:16]([C:12]3[CH:13]=[CH:14][CH:15]=[C:10]([O:9][CH3:8])[CH:11]=3)[CH:17]=2)([C:32]2[CH:33]=[CH:34][C:35]([O:38][CH3:39])=[CH:36][CH:37]=2)[N:23]=1)=[O:4])([CH3:43])([CH3:45])[CH3:62]. The yield is 0.930. (7) The reactants are Br[C:2]1[N:3]=[C:4]([O:9][CH3:10])[C:5]([NH2:8])=[N:6][CH:7]=1.[C:11]1(B(O)O)[CH:16]=[CH:15][CH:14]=[CH:13][CH:12]=1.C([O-])([O-])=O.[Na+].[Na+]. The catalyst is C1(C)C=CC=CC=1.C(O)C.CCOC(C)=O.Cl[Pd](Cl)([P](C1C=CC=CC=1)(C1C=CC=CC=1)C1C=CC=CC=1)[P](C1C=CC=CC=1)(C1C=CC=CC=1)C1C=CC=CC=1. The product is [CH3:10][O:9][C:4]1[C:5]([NH2:8])=[N:6][CH:7]=[C:2]([C:11]2[CH:16]=[CH:15][CH:14]=[CH:13][CH:12]=2)[N:3]=1. The yield is 0.820.